This data is from Catalyst prediction with 721,799 reactions and 888 catalyst types from USPTO. The task is: Predict which catalyst facilitates the given reaction. (1) Reactant: [CH3:1][N:2]1[C:6]([C:7]2[CH:8]=[CH:9][C:10]3[NH:19][C:18](=O)[O:17][C:13]4([CH2:16][CH2:15][CH2:14]4)[C:11]=3[CH:12]=2)=[CH:5][CH:4]=[C:3]1[C:21]#[N:22].COC1C=CC(P2(SP(C3C=CC(OC)=CC=3)(=S)S2)=[S:32])=CC=1.C(=O)([O-])[O-].[Na+].[Na+]. Product: [CH3:1][N:2]1[C:6]([C:7]2[CH:8]=[CH:9][C:10]3[NH:19][C:18](=[S:32])[O:17][C:13]4([CH2:16][CH2:15][CH2:14]4)[C:11]=3[CH:12]=2)=[CH:5][CH:4]=[C:3]1[C:21]#[N:22]. The catalyst class is: 11. (2) Product: [NH2:1][C:2]1[CH:7]=[CH:6][C:5]([C:8]2([C:16]#[N:17])[CH2:13][CH2:12][S:11](=[O:15])(=[O:14])[CH2:10][CH2:9]2)=[CH:4][C:3]=1[Br:25]. Reactant: [NH2:1][C:2]1[CH:7]=[CH:6][C:5]([C:8]2([C:16]#[N:17])[CH2:13][CH2:12][S:11](=[O:15])(=[O:14])[CH2:10][CH2:9]2)=[CH:4][CH:3]=1.C1C(=O)N([Br:25])C(=O)C1. The catalyst class is: 2. (3) Product: [F:1][C:2]1[CH:10]=[CH:9][C:8]2[NH:7][C:6]3[C:11]([C:24]#[N:25])=[CH:12][N:13]=[C:14]([NH:15][C@@H:16]4[CH2:21][CH2:20][C@@H:19]([OH:22])[CH2:18][C@H:17]4[CH3:23])[C:5]=3[C:4]=2[CH:3]=1. Reactant: [F:1][C:2]1[CH:10]=[CH:9][C:8]2[NH:7][C:6]3[C:11]([C:24]#[N:25])=[CH:12][N:13]=[C:14]([NH:15][C@@H:16]4[CH2:21][CH2:20][C:19](=[O:22])[CH2:18][C@H:17]4[CH3:23])[C:5]=3[C:4]=2[CH:3]=1.[BH4-].[Na+].[Cl-].[NH4+]. The catalyst class is: 430. (4) Reactant: [Cl:1][C:2]1[CH:7]=[C:6]([C:8]2[CH:13]=[CH:12][CH:11]=[C:10]([CH3:14])[CH:9]=2)[N:5]2[N:15]=[C:16]([CH3:18])[CH:17]=[C:4]2[N:3]=1.[I:19]N1C(=O)CCC1=O. Product: [Cl:1][C:2]1[CH:7]=[C:6]([C:8]2[CH:13]=[CH:12][CH:11]=[C:10]([CH3:14])[CH:9]=2)[N:5]2[N:15]=[C:16]([CH3:18])[C:17]([I:19])=[C:4]2[N:3]=1. The catalyst class is: 2.